From a dataset of Forward reaction prediction with 1.9M reactions from USPTO patents (1976-2016). Predict the product of the given reaction. Given the reactants [Br-].[CH3:2][O:3][C:4]([C:6]1[CH:7]=[C:8]([CH:29]=[CH:30][CH:31]=1)[CH2:9][P+](C1C=CC=CC=1)(C1C=CC=CC=1)C1C=CC=CC=1)=[O:5].[CH:32]1([CH2:38][CH:39]=O)[CH2:37][CH2:36][CH2:35][CH2:34][CH2:33]1.[H-].[Na+].O, predict the reaction product. The product is: [CH:32]1([CH2:38][CH:39]=[CH:9][C:8]2[CH:7]=[C:6]([CH:31]=[CH:30][CH:29]=2)[C:4]([O:3][CH3:2])=[O:5])[CH2:37][CH2:36][CH2:35][CH2:34][CH2:33]1.